This data is from Forward reaction prediction with 1.9M reactions from USPTO patents (1976-2016). The task is: Predict the product of the given reaction. (1) Given the reactants [CH3:1][O:2][C:3](=[O:25])[C@H:4]([CH2:20][CH2:21][CH2:22][CH2:23][NH2:24])[N:5]([CH2:16][CH:17]([CH3:19])[CH3:18])[S:6]([C:9]1[CH:14]=[CH:13][C:12]([CH3:15])=[CH:11][CH:10]=1)(=[O:8])=[O:7].[CH2:26]1[CH2:30]O[CH2:28][CH2:27]1.[C:31]([O-:34])([O-])=O.[K+].[K+], predict the reaction product. The product is: [CH3:28][C:27]1[CH:11]=[CH:10][C:9]([S:6]([NH:5][C@H:30]([C:31]([NH:24][CH2:23][CH2:22][CH2:21][CH2:20][C@H:4]([N:5]([S:6]([C:9]2[CH:14]=[CH:13][C:12]([CH3:15])=[CH:11][CH:10]=2)(=[O:8])=[O:7])[CH2:16][CH:17]([CH3:18])[CH3:19])[C:3]([O:2][CH3:1])=[O:25])=[O:34])[CH2:26][C:27]2[CH:21]=[CH:20][CH:4]=[CH:3][CH:28]=2)(=[O:7])=[O:8])=[CH:30][CH:26]=1. (2) Given the reactants [CH:1]1[CH2:6][CH2:5][CH2:4][CH2:3][CH:2]=1.[Cl:7][C:8](Cl)([Cl:12])[C:9](Cl)=[O:10].C(=O)(O)[O-].[Na+].Cl, predict the reaction product. The product is: [Cl:7][C:8]1([Cl:12])[CH:6]2[CH:1]([CH2:2][CH2:3][CH2:4][CH2:5]2)[C:9]1=[O:10].